From a dataset of Reaction yield outcomes from USPTO patents with 853,638 reactions. Predict the reaction yield, written as a fraction of the theoretical maximum amount of product (1.0 means a 100% yield; for example, 0.34 means a 34% yield). (1) The reactants are COC1C=CC(C([O:22][CH2:23][C@H:24]2[O:28][C@@H:27]([N:29]3[CH:37]=[C:35]([CH3:36])[C:33](=[O:34])[NH:32][C:30]3=[O:31])[CH2:26][C@@H:25]2[O:38][Si:39]([C:42]([CH3:45])([CH3:44])[CH3:43])([CH3:41])[CH3:40])(C2C=CC=CC=2)C2C=CC(OC)=CC=2)=CC=1.C([O-])([O-])=O.[Na+].[Na+]. The catalyst is C(O)(=O)C. The product is [Si:39]([O:38][C@@H:25]1[C@@H:24]([CH2:23][OH:22])[O:28][C@@H:27]([N:29]2[CH:37]=[C:35]([CH3:36])[C:33](=[O:34])[NH:32][C:30]2=[O:31])[CH2:26]1)([C:42]([CH3:45])([CH3:43])[CH3:44])([CH3:40])[CH3:41]. The yield is 0.926. (2) The reactants are [Cl:1][C:2]1[CH:3]=[C:4]2[C:8](=[CH:9][CH:10]=1)[N:7]([C:11]1[N:15]([CH3:16])[N:14]=[C:13]([CH3:17])[C:12]=1/[CH:18]=[CH:19]/[C:20]([NH:22][S:23]([N:26]1[CH2:35][CH2:34][C:29]3(OCC[O:30]3)[CH2:28][CH2:27]1)(=[O:25])=[O:24])=[O:21])[CH:6]=[CH:5]2.Cl.O. The catalyst is O1CCCC1. The product is [Cl:1][C:2]1[CH:3]=[C:4]2[C:8](=[CH:9][CH:10]=1)[N:7]([C:11]1[N:15]([CH3:16])[N:14]=[C:13]([CH3:17])[C:12]=1/[CH:18]=[CH:19]/[C:20]([NH:22][S:23]([N:26]1[CH2:27][CH2:28][C:29](=[O:30])[CH2:34][CH2:35]1)(=[O:25])=[O:24])=[O:21])[CH:6]=[CH:5]2. The yield is 0.960.